This data is from Full USPTO retrosynthesis dataset with 1.9M reactions from patents (1976-2016). The task is: Predict the reactants needed to synthesize the given product. (1) The reactants are: [S:1]1[C:5]2[CH:6]=[CH:7][CH:8]=[CH:9][C:4]=2[N:3]=[C:2]1[C:10]1[C:14]([C:15]2[CH:20]=[CH:19][C:18]([N+:21]([O-])=[O:22])=[CH:17][CH:16]=2)=[N:13][NH:12][C:11]=1[NH2:24]. Given the product [NH2:24][C:11]1[NH:12][N:13]=[C:14]([C:15]2[CH:20]=[CH:19][C:18]([NH:21][OH:22])=[CH:17][CH:16]=2)[C:10]=1[C:2]1[S:1][C:5]2[CH:6]=[CH:7][CH:8]=[CH:9][C:4]=2[N:3]=1, predict the reactants needed to synthesize it. (2) The reactants are: [C:1]1([C:7]2[N:12]=[CH:11][N:10]=[C:9]([C:13]3[C:17]4[C:18]([NH:22][CH:23]([CH3:25])[CH3:24])=[N:19][CH:20]=[CH:21][C:16]=4[N:15](CC4C=CC(OC)=CC=4)[N:14]=3)[CH:8]=2)[CH2:6][CH2:5][CH2:4][CH2:3][CH:2]=1.ClC1N=CN=C(C2C3C(NC(C)C)=NC=CC=3N(CC3C=CC(OC)=CC=3)N=2)C=1.C1(B2OC(C)(C)C(C)(C)O2)CCCC=C1.C([O-])([O-])=O.[Na+].[Na+]. Given the product [CH:1]1([C:7]2[N:12]=[CH:11][N:10]=[C:9]([C:13]3[C:17]4[C:18]([NH:22][CH:23]([CH3:25])[CH3:24])=[N:19][CH:20]=[CH:21][C:16]=4[NH:15][N:14]=3)[CH:8]=2)[CH2:2][CH2:3][CH2:4][CH2:5][CH2:6]1, predict the reactants needed to synthesize it. (3) Given the product [CH3:17][C:12]1[C:11]([C:9]2[CH:10]=[C:5]3[N:4]([C:18]([CH3:26])([C:20]4[CH:25]=[CH:24][CH:23]=[CH:22][N:21]=4)[CH3:19])[CH:3]=[C:2]([C:35]4[CH:44]=[CH:43][C:38]([C:39]([O:41][CH3:42])=[O:40])=[CH:37][CH:36]=4)[C:6]3=[N:7][CH:8]=2)=[C:15]([CH3:16])[O:14][N:13]=1, predict the reactants needed to synthesize it. The reactants are: I[C:2]1[C:6]2=[N:7][CH:8]=[C:9]([C:11]3[C:12]([CH3:17])=[N:13][O:14][C:15]=3[CH3:16])[CH:10]=[C:5]2[N:4]([C:18]([CH3:26])([C:20]2[CH:25]=[CH:24][CH:23]=[CH:22][N:21]=2)[CH3:19])[CH:3]=1.CC1(C)C(C)(C)OB([C:35]2[CH:44]=[CH:43][C:38]([C:39]([O:41][CH3:42])=[O:40])=[CH:37][CH:36]=2)O1.C(=O)([O-])[O-].[K+].[K+]. (4) Given the product [CH2:36]([O:15][C:13](=[O:14])[CH2:16][C:8]1[C:7]2[CH:6]=[CH:5][CH:4]=[C:3]([O:2][CH3:1])[C:11]=2[O:10][CH:9]=1)[CH3:37], predict the reactants needed to synthesize it. The reactants are: [CH3:1][O:2][C:3]1[C:11]2[O:10][CH2:9][C:8](=O)[C:7]=2[CH:6]=[CH:5][CH:4]=1.[C:13]([CH:16]=P(C1C=CC=CC=1)(C1C=CC=CC=1)C1C=CC=CC=1)([OH:15])=[O:14].[C:36]1(C)C=CC=C[CH:37]=1. (5) Given the product [CH2:32]([O:31][CH:5]([CH2:6][C:7]1[CH:12]=[CH:11][C:10]([O:13][CH2:14][CH2:15][C:16]2[N:17]=[C:18]([C:21]3[CH:26]=[CH:25][C:24]([CH:27]([CH3:29])[CH3:28])=[CH:23][CH:22]=3)[S:19][CH:20]=2)=[CH:9][C:8]=1[CH3:30])[C:4]([OH:34])=[O:3])[CH3:33], predict the reactants needed to synthesize it. The reactants are: C([O:3][C:4](=[O:34])[CH:5]([O:31][CH2:32][CH3:33])[CH2:6][C:7]1[CH:12]=[CH:11][C:10]([O:13][CH2:14][CH2:15][C:16]2[N:17]=[C:18]([C:21]3[CH:26]=[CH:25][C:24]([CH:27]([CH3:29])[CH3:28])=[CH:23][CH:22]=3)[S:19][CH:20]=2)=[CH:9][C:8]=1[CH3:30])C.[Li+].[OH-]. (6) Given the product [O:1]([C:3]1[CH:4]=[C:5]([N:9]2[CH2:10][CH2:11][N:12]([C:15]([O:17][C:18]([CH3:21])([CH3:20])[CH3:19])=[O:16])[CH2:13][CH2:14]2)[CH:6]=[CH:7][C:8]=1[Br:22])[CH3:2], predict the reactants needed to synthesize it. The reactants are: [O:1]([C:3]1[CH:4]=[C:5]([N:9]2[CH2:14][CH2:13][N:12]([C:15]([O:17][C:18]([CH3:21])([CH3:20])[CH3:19])=[O:16])[CH2:11][CH2:10]2)[CH:6]=[CH:7][CH:8]=1)[CH3:2].[Br:22]Br. (7) Given the product [CH3:31][O:30][C:28]([NH:7][C@@H:8]1[CH:16]2[C:17](=[O:24])[CH2:18][C@H:19]([C:21]([OH:23])=[O:22])[CH2:20][N:14]3[C:15]2=[C:11]([CH:12]=[CH:13]3)[CH2:10][CH2:9]1)=[O:29], predict the reactants needed to synthesize it. The reactants are: C(=O)([O-])[O-].[Na+].[Na+].[NH2:7][C@@H:8]1[CH:16]2[C:17](=[O:24])[CH2:18][C@H:19]([C:21]([OH:23])=[O:22])[CH2:20][N:14]3[C:15]2=[C:11]([CH:12]=[CH:13]3)[CH2:10][CH2:9]1.[OH-].[Na+].Cl[C:28]([O:30][CH3:31])=[O:29]. (8) Given the product [Br:15][C:16]1[CH:17]=[N:18][C:19]([O:7][CH:4]2[CH2:5][CH2:6][O:1][CH2:2][CH2:3]2)=[N:20][CH:21]=1, predict the reactants needed to synthesize it. The reactants are: [O:1]1[CH2:6][CH2:5][CH:4]([OH:7])[CH2:3][CH2:2]1.C1COCC1.[H-].[Na+].[Br:15][C:16]1[CH:17]=[N:18][C:19](Cl)=[N:20][CH:21]=1. (9) The reactants are: [CH2:1]([O:8][C:9](Cl)=[O:10])[C:2]1[CH:7]=[CH:6][CH:5]=[CH:4][CH:3]=1.[NH2:12][CH2:13][CH2:14][NH2:15]. Given the product [NH2:12][CH2:13][CH2:14][NH:15][C:9](=[O:10])[O:8][CH2:1][C:2]1[CH:7]=[CH:6][CH:5]=[CH:4][CH:3]=1, predict the reactants needed to synthesize it.